Task: Predict the product of the given reaction.. Dataset: Forward reaction prediction with 1.9M reactions from USPTO patents (1976-2016) The product is: [Br:19][C@H:13]([C:5]1[CH:4]=[C:3]([C:2]([F:17])([F:16])[F:1])[CH:8]=[C:7]([C:9]([F:12])([F:11])[F:10])[CH:6]=1)[CH3:14]. Given the reactants [F:1][C:2]([F:17])([F:16])[C:3]1[CH:4]=[C:5]([C@H:13](O)[CH3:14])[CH:6]=[C:7]([C:9]([F:12])([F:11])[F:10])[CH:8]=1.P(Br)(Br)[Br:19].Br, predict the reaction product.